This data is from Catalyst prediction with 721,799 reactions and 888 catalyst types from USPTO. The task is: Predict which catalyst facilitates the given reaction. (1) Reactant: [CH3:1][CH:2]1[O:6][CH:5]([CH2:7]O)[CH2:4][CH2:3]1.CC(OI1(OC(C)=O)(OC(C)=O)OC(=O)C2C=CC=CC1=2)=O.[Cl:31][C:32]1[CH:33]=[N:34][CH:35]=[C:36]([Cl:49])[C:37]=1[CH:38]([O:41][Si:42]([CH2:47][CH3:48])([CH2:45][CH3:46])[CH2:43][CH3:44])[CH2:39][NH2:40].CC(O)=O.[BH-](OC(C)=O)(OC(C)=O)OC(C)=O.[Na+]. Product: [Cl:31][C:32]1[CH:33]=[N:34][CH:35]=[C:36]([Cl:49])[C:37]=1[CH:38]([O:41][Si:42]([CH2:45][CH3:46])([CH2:47][CH3:48])[CH2:43][CH3:44])[CH2:39][NH:40][CH2:7][CH:5]1[CH2:4][CH2:3][CH:2]([CH3:1])[O:6]1. The catalyst class is: 2. (2) Reactant: CN(C(ON1N=NC2C=CC=CC1=2)=[N+](C)C)C.[B-](F)(F)(F)F.[CH3:23][N:24]1CC[O:27][CH2:26][CH2:25]1.CNCCO.[F:35][C:36]1[CH:41]=[CH:40][C:39]([CH3:42])=[CH:38][C:37]=1[C:43]1[CH:44]=[N:45][C:46]([N:49]2[C:57]3[C:52](=[CH:53][CH:54]=[C:55]([C:58](O)=[O:59])[CH:56]=3)[C:51]([CH:61]([OH:63])[CH3:62])=[N:50]2)=[N:47][CH:48]=1. Product: [F:35][C:36]1[CH:41]=[CH:40][C:39]([CH3:42])=[CH:38][C:37]=1[C:43]1[CH:44]=[N:45][C:46]([N:49]2[C:57]3[C:52](=[CH:53][CH:54]=[C:55]([C:58]([N:24]([CH2:25][CH2:26][OH:27])[CH3:23])=[O:59])[CH:56]=3)[C:51]([CH:61]([OH:63])[CH3:62])=[N:50]2)=[N:47][CH:48]=1. The catalyst class is: 3. (3) Reactant: [Al+3].[Cl-].[Cl-].[Cl-].[CH3:5][CH:6]1[C:13](=[O:14])[C:9]2[S:10][CH:11]=[CH:12][C:8]=2[CH2:7]1.[Br:15]Br. Product: [Br:15][C:12]1[C:8]2[CH2:7][CH:6]([CH3:5])[C:13](=[O:14])[C:9]=2[S:10][CH:11]=1. The catalyst class is: 22. (4) Reactant: [C@H:1]([O:5][C:6]1[CH:15]=[C:14]2[C:9]([CH2:10][C:11](=[O:41])[N:12]([C:23]3[CH:28]=[CH:27][C:26]([N:29]([CH2:31][C@H:32]4[CH2:37][CH2:36][C@H:35]([NH:38][CH2:39][CH3:40])[CH2:34][CH2:33]4)[CH3:30])=[CH:25][CH:24]=3)[CH:13]2[C:16]2[CH:21]=[CH:20][C:19]([Cl:22])=[CH:18][CH:17]=2)=[CH:8][C:7]=1[O:42][CH3:43])([CH2:3][CH3:4])[CH3:2].[CH3:44]C(O)=O.C=O.[BH-](OC(C)=O)(OC(C)=O)OC(C)=O.[Na+]. Product: [C@H:1]([O:5][C:6]1[CH:15]=[C:14]2[C:9]([CH2:10][C:11](=[O:41])[N:12]([C:23]3[CH:28]=[CH:27][C:26]([N:29]([CH2:31][C@H:32]4[CH2:33][CH2:34][C@H:35]([N:38]([CH2:39][CH3:40])[CH3:44])[CH2:36][CH2:37]4)[CH3:30])=[CH:25][CH:24]=3)[CH:13]2[C:16]2[CH:17]=[CH:18][C:19]([Cl:22])=[CH:20][CH:21]=2)=[CH:8][C:7]=1[O:42][CH3:43])([CH2:3][CH3:4])[CH3:2]. The catalyst class is: 23. (5) Reactant: [CH3:1][C:2]([C:4]1[CH:5]=[CH:6][CH:7]=[C:8]([OH:10])[CH:9]=1)=[O:3].C(=O)([O-])[O-].[K+].[K+].[CH2:17](Br)[CH:18]=[CH2:19].C(OCC)(=O)C. Product: [CH2:19]([O:10][C:8]1[CH:9]=[C:4]([C:2](=[O:3])[CH3:1])[CH:5]=[CH:6][CH:7]=1)[CH:18]=[CH2:17]. The catalyst class is: 21.